This data is from Reaction yield outcomes from USPTO patents with 853,638 reactions. The task is: Predict the reaction yield, written as a fraction of the theoretical maximum amount of product (1.0 means a 100% yield; for example, 0.34 means a 34% yield). (1) The reactants are C[O-].[Na+].C(=O)(O)O.[NH2:8][C:9]([NH2:11])=[NH:10].C([O:14][C:15](=O)[C:16]([O:20][C:21]1[CH:26]=[C:25]([CH3:27])[C:24]([O:28][CH3:29])=[CH:23][C:22]=1[CH:30]([CH3:32])[CH3:31])=[CH:17]OC)C. The catalyst is CS(C)=O. The product is [NH2:10][C:9]1[NH:11][C:15](=[O:14])[C:16]([O:20][C:21]2[CH:26]=[C:25]([CH3:27])[C:24]([O:28][CH3:29])=[CH:23][C:22]=2[CH:30]([CH3:32])[CH3:31])=[CH:17][N:8]=1. The yield is 0.220. (2) The reactants are [NH2:1]/[C:2](/[CH3:11])=[CH:3]\[C:4]([O:6][C:7]([CH3:10])([CH3:9])[CH3:8])=[O:5].[F:12][C:13]([F:23])([F:22])[C:14]1[C:15](=[O:21])[CH:16]=[CH:17][C:18](=O)[CH:19]=1.C(Cl)Cl. The catalyst is CCO. The product is [OH:21][C:15]1[C:14]([C:13]([F:12])([F:22])[F:23])=[C:19]2[C:18](=[CH:17][CH:16]=1)[NH:1][C:2]([CH3:11])=[C:3]2[C:4]([O:6][C:7]([CH3:10])([CH3:9])[CH3:8])=[O:5]. The yield is 0.660. (3) The reactants are [NH2:1][C:2]1[N:3]=[C:4]([Cl:20])[C:5]2[CH2:10][C:9](=[O:11])[N:8]([CH2:12][C:13]3[N:17](C)[N:16]=[C:15](C)[CH:14]=3)[C:6]=2[N:7]=1.[NH:21]1[CH:25]=[CH:24][CH:23]=[C:22]1[CH:26]=O.[CH3:28]CO. The catalyst is N1CCCCC1. The product is [NH:21]1[CH:25]=[CH:24][CH:23]=[C:22]1/[CH:26]=[C:10]1\[C:9](=[O:11])[N:8]([CH2:12][C:13]2[CH:14]=[CH:15][N:16]([CH3:28])[N:17]=2)[C:6]2[N:7]=[C:2]([NH2:1])[N:3]=[C:4]([Cl:20])[C:5]\1=2. The yield is 0.600. (4) The reactants are C([O:3][C:4]([C:6]1[C:10]([CH3:11])=[C:9]([CH:12]=[O:13])[NH:8][C:7]=1[CH3:14])=[O:5])C.[OH-].[K+].Cl. The catalyst is CO.O. The product is [CH:12]([C:9]1[NH:8][C:7]([CH3:14])=[C:6]([C:4]([OH:5])=[O:3])[C:10]=1[CH3:11])=[O:13]. The yield is 0.930. (5) The reactants are CCN(C(C)C)C(C)C.CS([C:14]1[N:19]=[C:18]([C:20]2[C:28]3[C:23](=[N:24][CH:25]=[C:26]([C:29]([F:32])([F:31])[F:30])[CH:27]=3)[N:22]([S:33]([C:36]3[CH:42]=[CH:41][C:39]([CH3:40])=[CH:38][CH:37]=3)(=[O:35])=[O:34])[CH:21]=2)[C:17]([C:43]#[N:44])=[CH:16][N:15]=1)(=O)=O.[OH2:45]. The catalyst is C(#N)C. The product is [OH:45][C:14]1[N:19]=[C:18]([C:20]2[C:28]3[C:23](=[N:24][CH:25]=[C:26]([C:29]([F:32])([F:31])[F:30])[CH:27]=3)[N:22]([S:33]([C:36]3[CH:42]=[CH:41][C:39]([CH3:40])=[CH:38][CH:37]=3)(=[O:35])=[O:34])[CH:21]=2)[C:17]([C:43]#[N:44])=[CH:16][N:15]=1. The yield is 1.00. (6) The reactants are C(OC([N:8]1[CH2:13][CH2:12][N:11]([S:14]([CH3:17])(=[O:16])=[O:15])[C@@H:10]([CH3:18])[CH2:9]1)=O)(C)(C)C.[ClH:19]. The catalyst is ClCCl.C(OCC)C. The product is [ClH:19].[CH3:17][S:14]([N:11]1[CH2:12][CH2:13][NH:8][CH2:9][C@@H:10]1[CH3:18])(=[O:15])=[O:16]. The yield is 0.820. (7) The yield is 0.420. The reactants are [SH:1][C:2]1[N:10]=[CH:9][CH:8]=[CH:7][C:3]=1[C:4]([OH:6])=[O:5].[CH3:11]C(C)([O-])C.[K+].Br[CH2:18][C:19]#[N:20].CI.Cl. The catalyst is O.CN(C=O)C. The product is [CH3:11][O:5][C:4](=[O:6])[C:3]1[CH:7]=[CH:8][CH:9]=[N:10][C:2]=1[S:1][CH2:18][C:19]#[N:20].